Dataset: Reaction yield outcomes from USPTO patents with 853,638 reactions. Task: Predict the reaction yield, written as a fraction of the theoretical maximum amount of product (1.0 means a 100% yield; for example, 0.34 means a 34% yield). (1) No catalyst specified. The reactants are Cl.[CH:2]([N:5]1[C:13]2[C:8](=[CH:9][C:10]([C:14]3[O:18][N:17]=[C:16]([C:19]4[CH:28]=[C:27]5[C:22]([CH2:23][CH2:24][NH:25][CH2:26]5)=[CH:21][CH:20]=4)[N:15]=3)=[CH:11][CH:12]=2)[CH:7]=[CH:6]1)([CH3:4])[CH3:3].Br[CH2:30][C:31]([O:33][CH2:34][CH3:35])=[O:32]. The yield is 0.990. The product is [CH2:34]([O:33][C:31](=[O:32])[CH2:30][N:25]1[CH2:24][CH2:23][C:22]2[C:27](=[CH:28][C:19]([C:16]3[N:15]=[C:14]([C:10]4[CH:9]=[C:8]5[C:13](=[CH:12][CH:11]=4)[N:5]([CH:2]([CH3:4])[CH3:3])[CH:6]=[CH:7]5)[O:18][N:17]=3)=[CH:20][CH:21]=2)[CH2:26]1)[CH3:35]. (2) The reactants are Cl[C:2]1[CH:7]2[CH2:8][CH:4]([CH2:5][CH2:6]2)[C:3]=1/[CH:9]=[CH:10]/[C:11]([O:13][CH2:14][CH3:15])=[O:12].[N-:16]=[N+]=[N-].[Na+].O. The catalyst is CS(C)=O. The product is [CH:7]12[CH2:8][CH:4]([CH2:5][CH2:6]1)[C:3]1[CH:9]=[C:10]([C:11]([O:13][CH2:14][CH3:15])=[O:12])[NH:16][C:2]2=1. The yield is 0.600. (3) The reactants are Cl[CH2:2][O:3][C:4]([NH:6][C@@H:7]([CH3:33])[C:8]([O:10][CH2:11][CH2:12][CH2:13][CH2:14][CH2:15][CH2:16][CH2:17][CH2:18][CH2:19][CH2:20][CH2:21][CH2:22][CH2:23][CH2:24][CH2:25][CH2:26][CH2:27][CH2:28][CH2:29][CH2:30][CH2:31][CH3:32])=[O:9])=[O:5].[I-:34].[Na+]. The catalyst is C(#N)C.ClCCl.[Sn]. The product is [I:34][CH2:2][O:3][C:4]([NH:6][C@@H:7]([CH3:33])[C:8]([O:10][CH2:11][CH2:12][CH2:13][CH2:14][CH2:15][CH2:16][CH2:17][CH2:18][CH2:19][CH2:20][CH2:21][CH2:22][CH2:23][CH2:24][CH2:25][CH2:26][CH2:27][CH2:28][CH2:29][CH2:30][CH2:31][CH3:32])=[O:9])=[O:5]. The yield is 1.00. (4) The reactants are [C:1](O)(=O)[C:2]1[CH:7]=[CH:6][CH:5]=[CH:4][CH:3]=1.[CH2:10]([SH:13])[CH2:11][CH3:12].P12(SP3(SP(SP(S3)(S1)=S)(=S)S2)=S)=[S:15]. The catalyst is C1(C)C=CC=CC=1. The product is [C:1]([S:13][CH2:10][CH2:11][CH3:12])(=[S:15])[C:2]1[CH:7]=[CH:6][CH:5]=[CH:4][CH:3]=1. The yield is 0.620. (5) The reactants are Cl[C:2]1[CH:15]=[CH:14][C:5]([C:6]([NH:8][CH2:9][CH2:10][CH2:11][O:12][CH3:13])=[O:7])=[CH:4][N:3]=1.[NH2:16][NH2:17].C1(C)C=CC=CC=1. The catalyst is C(O)(C)C. The product is [NH:16]([C:2]1[CH:15]=[CH:14][C:5]([C:6]([NH:8][CH2:9][CH2:10][CH2:11][O:12][CH3:13])=[O:7])=[CH:4][N:3]=1)[NH2:17]. The yield is 1.00.